From a dataset of Peptide-MHC class II binding affinity with 134,281 pairs from IEDB. Regression. Given a peptide amino acid sequence and an MHC pseudo amino acid sequence, predict their binding affinity value. This is MHC class II binding data. The peptide sequence is HLSGLLNKFISPKSV. The MHC is DRB1_0101 with pseudo-sequence DRB1_0101. The binding affinity (normalized) is 0.459.